Task: Regression. Given two drug SMILES strings and cell line genomic features, predict the synergy score measuring deviation from expected non-interaction effect.. Dataset: NCI-60 drug combinations with 297,098 pairs across 59 cell lines (1) Drug 1: CNC(=O)C1=NC=CC(=C1)OC2=CC=C(C=C2)NC(=O)NC3=CC(=C(C=C3)Cl)C(F)(F)F. Drug 2: CS(=O)(=O)OCCCCOS(=O)(=O)C. Cell line: LOX IMVI. Synergy scores: CSS=6.51, Synergy_ZIP=-1.06, Synergy_Bliss=-1.98, Synergy_Loewe=-5.99, Synergy_HSA=-5.11. (2) Cell line: NCI-H322M. Drug 2: C1CCN(CC1)CCOC2=CC=C(C=C2)C(=O)C3=C(SC4=C3C=CC(=C4)O)C5=CC=C(C=C5)O. Synergy scores: CSS=0.672, Synergy_ZIP=4.68, Synergy_Bliss=7.83, Synergy_Loewe=2.13, Synergy_HSA=1.74. Drug 1: CCCS(=O)(=O)NC1=C(C(=C(C=C1)F)C(=O)C2=CNC3=C2C=C(C=N3)C4=CC=C(C=C4)Cl)F. (3) Drug 1: C#CCC(CC1=CN=C2C(=N1)C(=NC(=N2)N)N)C3=CC=C(C=C3)C(=O)NC(CCC(=O)O)C(=O)O. Drug 2: COCCOC1=C(C=C2C(=C1)C(=NC=N2)NC3=CC=CC(=C3)C#C)OCCOC.Cl. Cell line: SN12C. Synergy scores: CSS=5.39, Synergy_ZIP=-4.58, Synergy_Bliss=-1.84, Synergy_Loewe=-2.15, Synergy_HSA=-2.14. (4) Drug 1: C1CCN(CC1)CCOC2=CC=C(C=C2)C(=O)C3=C(SC4=C3C=CC(=C4)O)C5=CC=C(C=C5)O. Drug 2: CC1C(C(=O)NC(C(=O)N2CCCC2C(=O)N(CC(=O)N(C(C(=O)O1)C(C)C)C)C)C(C)C)NC(=O)C3=C4C(=C(C=C3)C)OC5=C(C(=O)C(=C(C5=N4)C(=O)NC6C(OC(=O)C(N(C(=O)CN(C(=O)C7CCCN7C(=O)C(NC6=O)C(C)C)C)C)C(C)C)C)N)C. Cell line: OVCAR-8. Synergy scores: CSS=14.5, Synergy_ZIP=-11.7, Synergy_Bliss=-6.71, Synergy_Loewe=-40.6, Synergy_HSA=-7.90. (5) Drug 1: C1C(C(OC1N2C=C(C(=O)NC2=O)F)CO)O. Drug 2: CCN(CC)CCNC(=O)C1=C(NC(=C1C)C=C2C3=C(C=CC(=C3)F)NC2=O)C. Cell line: LOX IMVI. Synergy scores: CSS=20.0, Synergy_ZIP=-5.75, Synergy_Bliss=1.91, Synergy_Loewe=-3.68, Synergy_HSA=-3.13.